Dataset: Full USPTO retrosynthesis dataset with 1.9M reactions from patents (1976-2016). Task: Predict the reactants needed to synthesize the given product. (1) The reactants are: Br[C:2]1[CH:3]=[N:4][N:5]([C:7]([CH3:10])([CH3:9])[CH3:8])[CH:6]=1.C([Li])CCC.[CH:16]1([C:22]2([CH3:33])[C:26](=[O:27])[N:25]([CH2:28][CH:29]=[O:30])[C:24](=[O:31])[N:23]2[CH3:32])[CH2:21][CH2:20][CH2:19][CH2:18][CH2:17]1. Given the product [C:7]([N:5]1[CH:6]=[C:2]([CH:29]([OH:30])[CH2:28][N:25]2[C:26](=[O:27])[C:22]([CH:16]3[CH2:17][CH2:18][CH2:19][CH2:20][CH2:21]3)([CH3:33])[N:23]([CH3:32])[C:24]2=[O:31])[CH:3]=[N:4]1)([CH3:10])([CH3:9])[CH3:8], predict the reactants needed to synthesize it. (2) Given the product [CH:23]1([NH:27][C:20]([C:11]2[CH:12]=[C:13]([C:14]3[CH:19]=[CH:18][CH:17]=[CH:16][N:15]=3)[N:9]([C:6]3[CH:7]=[N:8][C:3]([O:2][CH3:1])=[CH:4][CH:5]=3)[N:10]=2)=[O:22])[CH2:26][CH2:25][CH2:24]1, predict the reactants needed to synthesize it. The reactants are: [CH3:1][O:2][C:3]1[N:8]=[CH:7][C:6]([N:9]2[C:13]([C:14]3[CH:19]=[CH:18][CH:17]=[CH:16][N:15]=3)=[CH:12][C:11]([C:20]([OH:22])=O)=[N:10]2)=[CH:5][CH:4]=1.[CH:23]1([NH2:27])[CH2:26][CH2:25][CH2:24]1.